From a dataset of Full USPTO retrosynthesis dataset with 1.9M reactions from patents (1976-2016). Predict the reactants needed to synthesize the given product. (1) Given the product [CH2:1]([N:8]1[CH2:13][CH2:12][C:11]([C:15]2[CH:20]=[CH:19][C:18]([CH2:21][C:22]([O:24][CH3:25])=[O:23])=[C:17]([O:26][CH3:27])[CH:16]=2)=[CH:10][CH2:9]1)[C:2]1[CH:7]=[CH:6][CH:5]=[CH:4][CH:3]=1, predict the reactants needed to synthesize it. The reactants are: [CH2:1]([N:8]1[CH2:13][CH2:12][C:11]([C:15]2[CH:20]=[CH:19][C:18]([CH2:21][C:22]([O:24][CH3:25])=[O:23])=[C:17]([O:26][CH3:27])[CH:16]=2)(O)[CH2:10][CH2:9]1)[C:2]1[CH:7]=[CH:6][CH:5]=[CH:4][CH:3]=1.O.C1(C)C=CC(S(O)(=O)=O)=CC=1.O.C(N(CC)CC)C. (2) The reactants are: [CH3:1][N:2]([CH3:8])[CH2:3][CH:4]([OH:7])[CH2:5][OH:6].[OH-].[K+].CS(O[CH2:16][CH2:17][CH2:18][CH2:19][CH2:20][CH2:21][CH2:22][CH2:23][CH2:24][CH2:25][CH2:26][CH2:27][CH2:28][CH2:29][CH2:30][CH3:31])(=O)=O.O. Given the product [CH2:16]([O:7][CH:4]([CH2:5][O:6][CH2:31][CH2:30][CH2:29][CH2:28][CH2:27][CH2:26][CH2:25][CH2:24][CH2:23][CH2:22][CH2:21][CH2:20][CH2:19][CH2:18][CH2:17][CH3:16])[CH2:3][N:2]([CH3:8])[CH3:1])[CH2:17][CH2:18][CH2:19][CH2:20][CH2:21][CH2:22][CH2:23][CH2:24][CH2:25][CH2:26][CH2:27][CH2:28][CH2:29][CH2:30][CH3:31], predict the reactants needed to synthesize it. (3) Given the product [S:2]([OH:5])(=[O:4])(=[O:3])[CH3:1].[CH3:6][C:7]1[N:11]([C:12]2[CH:17]=[CH:16][C:15]([C:18]([F:20])([F:21])[F:19])=[CH:14][N:13]=2)[N:10]=[CH:9][C:8]=1[C:22]([NH:24][C:25]1[CH:26]=[N:27][C:28]([C@H:31]2[CH2:32][CH2:33][C@H:34]([N:37]3[CH2:38][CH2:39][O:40][CH2:41][CH2:42]3)[CH2:35][CH2:36]2)=[CH:29][CH:30]=1)=[O:23], predict the reactants needed to synthesize it. The reactants are: [CH3:1][S:2]([OH:5])(=[O:4])=[O:3].[CH3:6][C:7]1[N:11]([C:12]2[CH:17]=[CH:16][C:15]([C:18]([F:21])([F:20])[F:19])=[CH:14][N:13]=2)[N:10]=[CH:9][C:8]=1[C:22]([NH:24][C:25]1[CH:26]=[N:27][C:28]([C@H:31]2[CH2:36][CH2:35][C@H:34]([N:37]3[CH2:42][CH2:41][O:40][CH2:39][CH2:38]3)[CH2:33][CH2:32]2)=[CH:29][CH:30]=1)=[O:23]. (4) Given the product [CH2:50]([N:5]1[C:9]([CH3:10])([CH3:11])[C:8](=[O:12])[N:7]([C:13]2[CH:18]=[CH:17][C:16]([N+:19]([O-:21])=[O:20])=[C:15]([C:22]([F:25])([F:23])[F:24])[CH:14]=2)[C:6]1=[O:26])[CH2:51][CH2:52][N:5]1[C:9]([CH3:11])([CH3:10])[C:8](=[O:12])[N:7]([C:13]2[CH:18]=[CH:17][C:16]([N+:19]([O-:21])=[O:20])=[C:15]([C:22]([F:24])([F:25])[F:23])[CH:14]=2)[C:6]1=[O:26], predict the reactants needed to synthesize it. The reactants are: C([N:5]1[C:9]([CH3:11])([CH3:10])[C:8](=[O:12])[N:7]([C:13]2[CH:18]=[CH:17][C:16]([N+:19]([O-:21])=[O:20])=[C:15]([C:22]([F:24])([F:25])[F:23])[CH:14]=2)[C:6]1=[O:26])CCC[N:5]1[C:9]([CH3:11])([CH3:10])[C:8](=[O:12])[N:7]([C:13]2[CH:18]=[CH:17][C:16]([N+:19]([O-:21])=[O:20])=[C:15]([C:22]([F:25])([F:24])[F:23])[CH:14]=2)[C:6]1=[O:26].I[CH2:50][CH2:51][CH2:52]I. (5) The reactants are: [H-].[Na+].[I:3][C:4]1[C:9]([OH:10])=[CH:8][CH:7]=[C:6]([CH3:11])[N:5]=1.[Cl:12][C:13]1[CH:18]=[C:17](Cl)[CH:16]=[CH:15][N:14]=1. Given the product [Cl:12][C:13]1[CH:18]=[C:17]([O:10][C:9]2[C:4]([I:3])=[N:5][C:6]([CH3:11])=[CH:7][CH:8]=2)[CH:16]=[CH:15][N:14]=1, predict the reactants needed to synthesize it. (6) Given the product [F:25][C:2]([F:1])([F:24])[C:3]1[CH:8]=[CH:7][C:6]([CH:9]2[C:14]3=[N:15][CH:16]=[CH:17][N:18]=[C:13]3[CH2:12][CH2:11][NH:10]2)=[CH:5][CH:4]=1, predict the reactants needed to synthesize it. The reactants are: [F:1][C:2]([F:25])([F:24])[C:3]1[CH:8]=[CH:7][C:6]([CH:9]2[C:14]3=[N:15][CH:16]=[CH:17][N:18]=[C:13]3[CH2:12][CH2:11][N:10]2C(OCC)=O)=[CH:5][CH:4]=1.I[Si](C)(C)C. (7) Given the product [CH3:42][S:43]([OH:46])(=[O:45])=[O:44].[F:1][C:2]1[CH:7]=[CH:6][CH:5]=[C:4]([F:8])[C:3]=1[N:9]1[C:14]2[N:15]=[C:16]([NH:34][CH2:35][C:36]3[NH:40][CH:39]=[CH:38][N:37]=3)[N:17]=[C:18]([C:19]3[CH:20]=[C:21]([CH:30]=[CH:31][C:32]=3[CH3:33])[C:22]([NH:24][C:25]3[S:26][CH:27]=[CH:28][N:29]=3)=[O:23])[C:13]=2[CH:12]=[CH:11][C:10]1=[O:41], predict the reactants needed to synthesize it. The reactants are: [F:1][C:2]1[CH:7]=[CH:6][CH:5]=[C:4]([F:8])[C:3]=1[N:9]1[C:14]2[N:15]=[C:16]([NH:34][CH2:35][C:36]3[NH:37][CH:38]=[CH:39][N:40]=3)[N:17]=[C:18]([C:19]3[CH:20]=[C:21]([CH:30]=[CH:31][C:32]=3[CH3:33])[C:22]([NH:24][C:25]3[S:26][CH:27]=[CH:28][N:29]=3)=[O:23])[C:13]=2[CH:12]=[CH:11][C:10]1=[O:41].[CH3:42][S:43]([OH:46])(=[O:45])=[O:44]. (8) Given the product [Cl:15][C:8]1[N:7]2[C:2]([C:33]3[CH:34]=[C:35]4[C:40](=[CH:41][CH:42]=3)[NH:39][C:38](=[O:43])[CH:37]=[CH:36]4)=[CH:3][CH:4]=[C:5]([NH:16][CH3:24])[C:6]2=[N:10][C:9]=1[C:11]([F:12])([F:13])[F:14], predict the reactants needed to synthesize it. The reactants are: Br[C:2]1[N:7]2[C:8]([Cl:15])=[C:9]([C:11]([F:14])([F:13])[F:12])[N:10]=[C:6]2[C:5]([N:16]([CH3:24])C(=O)OC(C)(C)C)=[CH:4][CH:3]=1.CC1(C)C(C)(C)OB([C:33]2[CH:34]=[C:35]3[C:40](=[CH:41][CH:42]=2)[NH:39][C:38](=[O:43])[CH:37]=[CH:36]3)O1.C(=O)([O-])[O-].[Na+].[Na+].O. (9) Given the product [CH2:8]([O:11][C:2]1[CH:3]=[N:4][CH:5]=[N:6][CH:7]=1)[CH:9]=[CH2:10], predict the reactants needed to synthesize it. The reactants are: Br[C:2]1[CH:3]=[N:4][CH:5]=[N:6][CH:7]=1.[CH2:8]([OH:11])[CH:9]=[CH2:10].[H-].[Na+]. (10) The reactants are: [Br:1][C:2]1[CH:3]=[CH:4][C:5](I)=[C:6]2[C:10]=1[N:9]([CH3:11])[N:8]=[C:7]2[NH2:12].[CH3:14][N:15](C=O)C. Given the product [NH2:12][C:7]1[C:6]2[C:5]([C:14]#[N:15])=[CH:4][CH:3]=[C:2]([Br:1])[C:10]=2[N:9]([CH3:11])[N:8]=1, predict the reactants needed to synthesize it.